This data is from Catalyst prediction with 721,799 reactions and 888 catalyst types from USPTO. The task is: Predict which catalyst facilitates the given reaction. (1) Reactant: [C:1]([C:3]1[C:8]2[N:9]=[C:10]([CH:12]3[CH2:14][CH2:13]3)[O:11][C:7]=2[C:6]([CH2:15][C:16]([O:18][CH3:19])=[O:17])=[C:5]([C:20]2[CH:25]=[CH:24][CH:23]=[CH:22][CH:21]=2)[C:4]=1[CH3:26])#[N:2].C[Si](C)(C)[N-][Si](C)(C)C.[K+].[CH2:37](Br)[CH:38]=[CH2:39].[Cl-].[NH4+]. Product: [C:1]([C:3]1[C:8]2[N:9]=[C:10]([CH:12]3[CH2:14][CH2:13]3)[O:11][C:7]=2[C:6]([CH:15]([CH2:39][CH:38]=[CH2:37])[C:16]([O:18][CH3:19])=[O:17])=[C:5]([C:20]2[CH:21]=[CH:22][CH:23]=[CH:24][CH:25]=2)[C:4]=1[CH3:26])#[N:2]. The catalyst class is: 7. (2) Reactant: [NH2:1][CH:2]1[CH2:7][CH2:6][N:5]([CH2:8][CH2:9][N:10]2[C:19]3[C:14](=[N:15][CH:16]=[C:17]([F:20])[CH:18]=3)[CH:13]=[CH:12][C:11]2=[O:21])[CH2:4][CH2:3]1.[O:22]1[C:31]2[C:26](=[N:27][CH:28]=[C:29]([CH:32]=O)[CH:30]=2)[O:25][CH2:24][CH2:23]1.C(O[BH-](OC(=O)C)OC(=O)C)(=O)C.[Na+].C(=O)([O-])O.[Na+]. Product: [O:22]1[C:31]2[C:26](=[N:27][CH:28]=[C:29]([CH2:32][NH:1][CH:2]3[CH2:3][CH2:4][N:5]([CH2:8][CH2:9][N:10]4[C:19]5[C:14](=[N:15][CH:16]=[C:17]([F:20])[CH:18]=5)[CH:13]=[CH:12][C:11]4=[O:21])[CH2:6][CH2:7]3)[CH:30]=2)[O:25][CH2:24][CH2:23]1. The catalyst class is: 845.